This data is from Full USPTO retrosynthesis dataset with 1.9M reactions from patents (1976-2016). The task is: Predict the reactants needed to synthesize the given product. (1) Given the product [NH2:1][C:2]1[CH:3]=[C:4]([CH:5]=[CH:6][C:7]=1[F:8])[O:9][C:11]1[CH:16]=[CH:15][N:14]=[C:13]([NH2:17])[N:12]=1, predict the reactants needed to synthesize it. The reactants are: [NH2:1][C:2]1[CH:3]=[C:4]([OH:9])[CH:5]=[CH:6][C:7]=1[F:8].Cl[C:11]1[CH:16]=[CH:15][N:14]=[C:13]([NH2:17])[N:12]=1. (2) Given the product [OH:37][C@@H:35]([C:31]1[CH:30]=[CH:29][C:28]2[C:33](=[CH:34][C:25](/[CH:24]=[CH:23]/[C:22]([CH3:42])([CH3:41])[C:21]([NH:20][C@@H:16]([CH:17]([CH3:19])[CH3:18])[C:15]([NH:14][C@@H:12]([CH3:13])[C:11]([N:7]3[CH2:8][CH2:9][CH2:10][C:5]([CH3:46])([C:3]([OH:4])=[O:2])[NH:6]3)=[O:45])=[O:44])=[O:43])=[CH:26][CH:27]=2)[N:32]=1)[CH3:36], predict the reactants needed to synthesize it. The reactants are: C[O:2][C:3]([C:5]1([CH3:46])[CH2:10][CH2:9][CH2:8][N:7]([C:11](=[O:45])[C@@H:12]([NH:14][C:15](=[O:44])[C@@H:16]([NH:20][C:21](=[O:43])[C:22]([CH3:42])([CH3:41])/[CH:23]=[CH:24]/[C:25]2[CH:34]=[C:33]3[C:28]([CH:29]=[CH:30][C:31]([C@H:35]([O:37]C(=O)C)[CH3:36])=[N:32]3)=[CH:27][CH:26]=2)[CH:17]([CH3:19])[CH3:18])[CH3:13])[NH:6]1)=[O:4].O.[OH-].[Li+]. (3) Given the product [N:1]1([C:2]2[CH:10]=[CH:9][CH:8]=[CH:7][C:3]=2[C:4]([OH:6])=[O:5])[CH:11]=[N:20][N:19]=[N:18]1, predict the reactants needed to synthesize it. The reactants are: [NH2:1][C:2]1[CH:10]=[CH:9][CH:8]=[CH:7][C:3]=1[C:4]([OH:6])=[O:5].[CH:11](OC)(OC)OC.[N-:18]=[N+:19]=[N-:20].[Na+]. (4) Given the product [C:1]([O:5][C:6]([NH:8][C:9]1[S:10][C:11]([C:14]([NH:17][CH2:18][CH:19]2[CH2:24][CH2:23][N:22]([C:25]([O:27][CH2:28][C:29]3[CH:30]=[CH:31][CH:32]=[CH:33][CH:34]=3)=[O:26])[CH2:21][CH2:20]2)=[O:16])=[CH:12][N:13]=1)=[O:7])([CH3:2])([CH3:3])[CH3:4], predict the reactants needed to synthesize it. The reactants are: [C:1]([O:5][C:6]([NH:8][C:9]1[S:10][C:11]([C:14]([OH:16])=O)=[CH:12][N:13]=1)=[O:7])([CH3:4])([CH3:3])[CH3:2].[NH2:17][CH2:18][CH:19]1[CH2:24][CH2:23][N:22]([C:25]([O:27][CH2:28][C:29]2[CH:34]=[CH:33][CH:32]=[CH:31][CH:30]=2)=[O:26])[CH2:21][CH2:20]1.